This data is from Forward reaction prediction with 1.9M reactions from USPTO patents (1976-2016). The task is: Predict the product of the given reaction. Given the reactants [F:1][C:2]1[C:9]([F:10])=[CH:8][CH:7]=[CH:6][C:3]=1[CH2:4][Br:5].[NH2:11][C:12]([NH2:14])=[S:13], predict the reaction product. The product is: [BrH:5].[F:1][C:2]1[C:9]([F:10])=[CH:8][CH:7]=[CH:6][C:3]=1[CH2:4][S:13][C:12](=[NH:11])[NH2:14].